This data is from Forward reaction prediction with 1.9M reactions from USPTO patents (1976-2016). The task is: Predict the product of the given reaction. (1) Given the reactants [CH3:1][C:2]1[N:7]=[C:6]([CH2:8][C:9]([C:11]2[CH:16]=[CH:15][N:14]=[C:13]([C:17]3[CH:22]=[CH:21][C:20]([CH:23]=O)=[CH:19][CH:18]=3)[CH:12]=2)=[O:10])[CH:5]=[CH:4][CH:3]=1.[CH3:25][NH:26][CH3:27], predict the reaction product. The product is: [CH3:1][C:2]1[N:7]=[C:6]([CH2:8][C:9]([C:11]2[CH:16]=[CH:15][N:14]=[C:13]([C:17]3[CH:22]=[CH:21][C:20]([CH2:23][N:26]([CH3:27])[CH3:25])=[CH:19][CH:18]=3)[CH:12]=2)=[O:10])[CH:5]=[CH:4][CH:3]=1. (2) Given the reactants [Cl:1][C:2]1[C:3](O)=[N:4][CH:5]=[C:6]([C:8]2[N:12]=[C:11]([C:13]3[CH:18]=[CH:17][C:16]([C:19]4[CH:24]=[CH:23][CH:22]=[CH:21][C:20]=4[CH3:25])=[C:15]([CH2:26][O:27][CH3:28])[CH:14]=3)[O:10][N:9]=2)[CH:7]=1.CCN(C(C)C)C(C)C.P(Cl)(Cl)(Cl)=O.[CH3:44][O:45][CH2:46][CH2:47][CH2:48][NH2:49], predict the reaction product. The product is: [Cl:1][C:2]1[C:3]([NH:49][CH2:48][CH2:47][CH2:46][O:45][CH3:44])=[N:4][CH:5]=[C:6]([C:8]2[N:12]=[C:11]([C:13]3[CH:18]=[CH:17][C:16]([C:19]4[CH:24]=[CH:23][CH:22]=[CH:21][C:20]=4[CH3:25])=[C:15]([CH2:26][O:27][CH3:28])[CH:14]=3)[O:10][N:9]=2)[CH:7]=1. (3) Given the reactants C([S:4][CH:5]1[CH2:8][N:7]([C:9]([O:11][C:12]([CH3:15])([CH3:14])[CH3:13])=[O:10])[CH2:6]1)(=O)C.C(=O)([O-])[O-].[K+].[K+].Cl, predict the reaction product. The product is: [SH:4][CH:5]1[CH2:6][N:7]([C:9]([O:11][C:12]([CH3:15])([CH3:14])[CH3:13])=[O:10])[CH2:8]1. (4) Given the reactants [C:1]([C:3]1[CH:8]=[CH:7][C:6]([NH:9]C(=O)C)=[C:5]([CH3:13])[C:4]=1[F:14])#[N:2], predict the reaction product. The product is: [NH2:9][C:6]1[CH:7]=[CH:8][C:3]([C:1]#[N:2])=[C:4]([F:14])[C:5]=1[CH3:13]. (5) The product is: [NH:2]1[CH2:29][CH2:30][N:31]=[C:1]1[C:3]1[CH:4]=[C:5]([C:16]([NH:18][CH2:19][C:20]2[C:21](=[O:28])[NH:22][C:23]([CH3:27])=[CH:24][C:25]=2[CH3:26])=[O:17])[C:6]2[C:7]([CH3:15])=[CH:8][N:9]([CH:12]([CH3:14])[CH3:13])[C:10]=2[CH:11]=1. Given the reactants [C:1]([C:3]1[CH:4]=[C:5]([C:16]([NH:18][CH2:19][C:20]2[C:21](=[O:28])[NH:22][C:23]([CH3:27])=[CH:24][C:25]=2[CH3:26])=[O:17])[C:6]2[C:7]([CH3:15])=[CH:8][N:9]([CH:12]([CH3:14])[CH3:13])[C:10]=2[CH:11]=1)#[N:2].[CH2:29](N)[CH2:30][NH2:31].P12(SP3(SP(SP(S3)(S1)=S)(=S)S2)=S)=S, predict the reaction product. (6) Given the reactants [CH:1]1([O:6][C:7](=[O:28])[C@@H:8]([NH:15][S:16]([C:19]2[CH:24]=[CH:23][C:22]([N+:25]([O-])=O)=[CH:21][CH:20]=2)(=[O:18])=[O:17])[C:9]2[CH:14]=[CH:13][CH:12]=[CH:11][CH:10]=2)[CH2:5][CH2:4][CH2:3][CH2:2]1, predict the reaction product. The product is: [CH:1]1([O:6][C:7](=[O:28])[C@@H:8]([NH:15][S:16]([C:19]2[CH:20]=[CH:21][C:22]([NH2:25])=[CH:23][CH:24]=2)(=[O:17])=[O:18])[C:9]2[CH:14]=[CH:13][CH:12]=[CH:11][CH:10]=2)[CH2:2][CH2:3][CH2:4][CH2:5]1. (7) The product is: [OH:9][N:8]1[C:4]2[CH:5]=[CH:6][CH:7]=[C:2]([CH3:1])[C:3]=2[N:11]=[C:12]1[CH3:13]. Given the reactants [CH3:1][C:2]1[CH:7]=[CH:6][CH:5]=[C:4]([N+:8]([O-])=[O:9])[C:3]=1[NH:11][C:12](=O)[CH3:13].S(S([O-])=O)([O-])=O.[Na+].[Na+].Cl, predict the reaction product.